Dataset: Catalyst prediction with 721,799 reactions and 888 catalyst types from USPTO. Task: Predict which catalyst facilitates the given reaction. Product: [F:30][C:27]([F:29])([CH3:28])[C:26]([N:23]1[CH2:24][CH2:25][C:5]2[N:4]([CH2:1][CH2:2][CH3:3])[C:12]3[CH:11]=[CH:10][C:9]([C:13]([N:15]4[CH2:20][CH2:19][CH:18]([CH3:21])[CH2:17][CH2:16]4)=[O:14])=[CH:8][C:7]=3[C:6]=2[CH2:22]1)=[O:31]. Reactant: [CH2:1]([N:4]1[C:12]2[CH:11]=[CH:10][C:9]([C:13]([N:15]3[CH2:20][CH2:19][CH:18]([CH3:21])[CH2:17][CH2:16]3)=[O:14])=[CH:8][C:7]=2[C:6]2[CH2:22][N:23]([C:26](=[O:31])[C:27]([F:30])([F:29])[CH3:28])[CH2:24][CH2:25][C:5]1=2)[CH:2]=[CH2:3]. The catalyst class is: 19.